This data is from Full USPTO retrosynthesis dataset with 1.9M reactions from patents (1976-2016). The task is: Predict the reactants needed to synthesize the given product. (1) Given the product [CH3:9][C:2]1[C:7]([OH:8])=[C:6]([CH:5]=[CH:4][CH:3]=1)[C:10]([OH:12])=[O:11], predict the reactants needed to synthesize it. The reactants are: [Na].[C:2]1([CH3:9])[C:7]([OH:8])=[CH:6][CH:5]=[CH:4][CH:3]=1.[C:10](=[O:12])=[O:11]. (2) Given the product [F:33][C:21]1[CH:20]=[C:19]([CH2:18][C:15]2[C:16](=[O:17])[N:11]([CH:8]3[CH2:7][CH2:6][CH:5]([OH:4])[CH2:10][CH2:9]3)[C:12]3[N:13]([N:37]=[CH:38][N:39]=3)[C:14]=2[CH2:34][CH2:35][CH3:36])[CH:24]=[CH:23][C:22]=1[C:25]1[C:26]([C:31]#[N:32])=[CH:27][CH:28]=[CH:29][CH:30]=1, predict the reactants needed to synthesize it. The reactants are: O1[C:5]2([CH2:10][CH2:9][CH:8]([N:11]3[C:16](=[O:17])[C:15]([CH2:18][C:19]4[CH:24]=[CH:23][C:22]([C:25]5[C:26]([C:31]#[N:32])=[CH:27][CH:28]=[CH:29][CH:30]=5)=[C:21]([F:33])[CH:20]=4)=[C:14]([CH2:34][CH2:35][CH3:36])[N:13]4[N:37]=[CH:38][N:39]=[C:12]34)[CH2:7][CH2:6]2)[O:4]CC1.Cl.O1CCCC1. (3) Given the product [C:1]([N:4]1[C:8]([CH3:9])=[C:7]([CH2:10][C:11]2[CH:12]=[CH:13][C:14]([O:17][CH:18]([CH3:19])[CH3:20])=[CH:15][CH:16]=2)[C:6]([O:21][C@@H:36]2[O:37][C@H:38]([CH2:55][O:56][C:57](=[O:62])[C:58]([CH3:61])([CH3:60])[CH3:59])[C@@H:39]([O:48][C:49](=[O:54])[C:50]([CH3:51])([CH3:52])[CH3:53])[C@H:40]([O:41][C:42](=[O:47])[C:43]([CH3:44])([CH3:45])[CH3:46])[C@H:35]2[O:34][C:28](=[O:33])[C:29]([CH3:32])([CH3:30])[CH3:31])=[N:5]1)(=[O:3])[CH3:2], predict the reactants needed to synthesize it. The reactants are: [C:1]([N:4]1[C:8]([CH3:9])=[C:7]([CH2:10][C:11]2[CH:16]=[CH:15][C:14]([O:17][CH:18]([CH3:20])[CH3:19])=[CH:13][CH:12]=2)[C:6](=[O:21])[NH:5]1)(=[O:3])[CH3:2].C(=O)([O-])[O-].[K+].[K+].[C:28]([O:34][C@@H:35]1[C@@H:40]([O:41][C:42](=[O:47])[C:43]([CH3:46])([CH3:45])[CH3:44])[C@H:39]([O:48][C:49](=[O:54])[C:50]([CH3:53])([CH3:52])[CH3:51])[C@@H:38]([CH2:55][O:56][C:57](=[O:62])[C:58]([CH3:61])([CH3:60])[CH3:59])[O:37][C@@H:36]1Br)(=[O:33])[C:29]([CH3:32])([CH3:31])[CH3:30]. (4) Given the product [Br:1][C:2]1[CH:7]=[CH:6][C:5]([F:8])=[CH:4][C:3]=1[CH2:9][C:10]([CH:11]1[O:28][CH2:27][CH2:26][O:12]1)([CH3:14])[CH3:13], predict the reactants needed to synthesize it. The reactants are: [Br:1][C:2]1[CH:7]=[CH:6][C:5]([F:8])=[CH:4][C:3]=1[CH2:9][C:10]([CH3:14])([CH3:13])[CH:11]=[O:12].C1(C)C=CC(S(O)(=O)=O)=CC=1.[CH2:26](O)[CH2:27][OH:28]. (5) Given the product [OH:1][C:2]1([CH3:13])[CH2:3][CH2:4][N:5]([C:8]([O:10][CH2:11][CH3:12])=[O:9])[CH2:6][CH2:7]1, predict the reactants needed to synthesize it. The reactants are: [O:1]=[C:2]1[CH2:7][CH2:6][N:5]([C:8]([O:10][CH2:11][CH3:12])=[O:9])[CH2:4][CH2:3]1.[CH3:13][Mg+].[Br-]. (6) Given the product [C:46]([C:40]1[CH:41]=[N:42][C:43]2[C:38]([CH:39]=1)=[CH:37][C:36]([O:35][CH:32]([S:33][CH3:34])[C:31]([NH:30][C:26]([CH2:25][OH:24])([CH3:29])[C:27]#[CH:28])=[O:48])=[CH:45][CH:44]=2)#[CH:47], predict the reactants needed to synthesize it. The reactants are: [F-].C([N+](CCCC)(CCCC)CCCC)CCC.C([SiH2][O:24][C:25](C1C=CC=CC=1)(C1C=CC=CC=1)[C:26]([NH:30][C:31](=[O:48])[CH:32]([O:35][C:36]1[CH:37]=[C:38]2[C:43](=[CH:44][CH:45]=1)[N:42]=[CH:41][C:40]([C:46]#[CH:47])=[CH:39]2)[S:33][CH3:34])([CH3:29])[C:27]#[CH:28])(C)(C)C.C(OCC)(=O)C. (7) Given the product [Br:12][C:13]1[CH:14]=[C:15]([CH3:22])[C:16]([F:21])=[C:17]([CH:18]=1)[CH:19]=[O:20], predict the reactants needed to synthesize it. The reactants are: [Cr](Cl)([O-])(=O)=O.[NH+]1C=CC=CC=1.[Br:12][C:13]1[CH:14]=[C:15]([CH3:22])[C:16]([F:21])=[C:17]([CH2:19][OH:20])[CH:18]=1.